This data is from Full USPTO retrosynthesis dataset with 1.9M reactions from patents (1976-2016). The task is: Predict the reactants needed to synthesize the given product. (1) Given the product [CH2:1]([N:5]1[CH:19]=[C:7]2[N:8]([C:27](=[O:29])[O:18][C:13]3[C:12]2=[CH:17][CH:16]=[CH:15][CH:14]=3)[CH2:9][C:10]1=[O:11])[CH2:2][CH2:3][CH3:4], predict the reactants needed to synthesize it. The reactants are: [CH2:1]([N:5]1[C:10](=[O:11])[CH2:9][NH:8][C:7]([C:12]2[CH:17]=[CH:16][CH:15]=[CH:14][C:13]=2[OH:18])=N1)[CH2:2][CH2:3][CH3:4].[CH2:19](N(CC)CC)C.Cl[C:27](Cl)([O:29]C(=O)OC(Cl)(Cl)Cl)Cl. (2) Given the product [CH3:1][C:2]1[N:3]=[C:4]([NH:11][C:12]([N:32]2[CH2:31][CH2:30][N:29]([C:24]3[CH:23]=[C:22]([F:21])[CH:27]=[C:26]([F:28])[CH:25]=3)[CH2:34][CH2:33]2)=[O:20])[C:5]([O:9][CH3:10])=[N:6][C:7]=1[CH3:8], predict the reactants needed to synthesize it. The reactants are: [CH3:1][C:2]1[N:3]=[C:4]([NH:11][C:12](=[O:20])OC2C=CC=CC=2)[C:5]([O:9][CH3:10])=[N:6][C:7]=1[CH3:8].[F:21][C:22]1[CH:23]=[C:24]([N:29]2[CH2:34][CH2:33][NH:32][CH2:31][CH2:30]2)[CH:25]=[C:26]([F:28])[CH:27]=1. (3) The reactants are: C[N:2]([C:4]([S-:6])=[S:5])[CH3:3].[CH3:7][N:8]([C:10]([S-:12])=[S:11])C.[Zn+2:13].CCC(NC(C1C=C(Cl)C(C)=C(Cl)C=1)=O)(C(CCl)=O)C. Given the product [CH2:7]([NH:8][C:10]([S-:12])=[S:11])[CH2:3][NH:2][C:4]([S-:6])=[S:5].[Zn+2:13], predict the reactants needed to synthesize it. (4) Given the product [CH3:11][C:10]([CH3:13])([CH3:12])[CH2:9][C:7]1[N:8]=[C:3]([CH2:2][O:23][C:24]2[C:25]([O:36][CH3:37])=[C:26]([CH2:30][CH2:31][C:32]([O:34][CH2:35][CH3:38])=[O:33])[CH:27]=[CH:28][CH:29]=2)[CH:4]=[CH:5][C:6]=1[C:14]1[CH:19]=[C:18]([O:20][CH3:21])[CH:17]=[CH:16][C:15]=1[F:22], predict the reactants needed to synthesize it. The reactants are: Cl[CH2:2][C:3]1[N:8]=[C:7]([CH2:9][C:10]([CH3:13])([CH3:12])[CH3:11])[C:6]([C:14]2[CH:19]=[C:18]([O:20][CH3:21])[CH:17]=[CH:16][C:15]=2[F:22])=[CH:5][CH:4]=1.[OH:23][C:24]1[C:25]([O:36][CH3:37])=[C:26]([CH2:30][CH2:31][C:32]([O:34][CH3:35])=[O:33])[CH:27]=[CH:28][CH:29]=1.[C:38](=O)([O-])[O-].[Cs+].[Cs+].C(OCC)(=O)C. (5) Given the product [CH3:13][O:12][C:11]1[CH:10]=[C:6]2[C:5](=[CH:4][C:3]=1[O:2][CH3:1])[N:14]=[CH:15][NH:17][C:7]2=[O:8], predict the reactants needed to synthesize it. The reactants are: [CH3:1][O:2][C:3]1[CH:4]=[C:5]([NH2:14])[C:6](=[CH:10][C:11]=1[O:12][CH3:13])[C:7](O)=[O:8].[CH:15]([NH2:17])=O.